Dataset: Full USPTO retrosynthesis dataset with 1.9M reactions from patents (1976-2016). Task: Predict the reactants needed to synthesize the given product. (1) Given the product [CH3:1][C:2]1[CH:3]=[CH:4][C:5]([S:8]([NH:11][CH2:12][CH2:13][C:14]([N:17]2[CH2:21][CH2:20][CH2:19][CH2:18]2)=[O:16])(=[O:9])=[O:10])=[CH:6][CH:7]=1, predict the reactants needed to synthesize it. The reactants are: [CH3:1][C:2]1[CH:7]=[CH:6][C:5]([S:8]([NH:11][CH2:12][CH2:13][C:14]([OH:16])=O)(=[O:10])=[O:9])=[CH:4][CH:3]=1.[NH:17]1[CH2:21][CH2:20][CH2:19][CH2:18]1. (2) Given the product [C:1]1([C@H:7]([NH:9][C:15]([NH2:12])=[O:17])[CH3:8])[CH:6]=[CH:5][CH:4]=[CH:3][CH:2]=1, predict the reactants needed to synthesize it. The reactants are: [C:1]1([C@H:7]([NH2:9])[CH3:8])[CH:6]=[CH:5][CH:4]=[CH:3][CH:2]=1.C([N:12]([CH2:15]C)CC)C.[OH2:17].N. (3) Given the product [NH2:8][C:9]1[CH:14]=[C:13]([C:2]2[CH:7]=[CH:6][CH:5]=[CH:4][N:3]=2)[CH:12]=[CH:11][CH:10]=1, predict the reactants needed to synthesize it. The reactants are: Br[C:2]1[CH:7]=[CH:6][CH:5]=[CH:4][N:3]=1.[NH2:8][C:9]1[CH:10]=[C:11](B(O)O)[CH:12]=[CH:13][CH:14]=1.C([O-])([O-])=O.[K+].[K+].O. (4) Given the product [C:35]([OH:42])(=[O:41])/[CH:36]=[CH:37]\[C:38]([OH:40])=[O:39].[F:34][C:3]([F:2])([F:33])[O:4][C:5]1[CH:10]=[CH:9][CH:8]=[CH:7][C:6]=1[CH2:11][CH2:12][NH:13][CH2:14][CH2:15][CH2:16][CH2:17][C:18]([C:20]1[CH:21]=[C:22]([S:29]([NH2:32])(=[O:30])=[O:31])[C:23]2[O:27][CH2:26][CH2:25][C:24]=2[CH:28]=1)=[O:19], predict the reactants needed to synthesize it. The reactants are: Cl.[F:2][C:3]([F:34])([F:33])[O:4][C:5]1[CH:10]=[CH:9][CH:8]=[CH:7][C:6]=1[CH2:11][CH2:12][NH:13][CH2:14][CH2:15][CH2:16][CH2:17][C:18]([C:20]1[CH:21]=[C:22]([S:29]([NH2:32])(=[O:31])=[O:30])[C:23]2[O:27][CH2:26][CH2:25][C:24]=2[CH:28]=1)=[O:19].[C:35]([OH:42])(=[O:41])/[CH:36]=[CH:37]\[C:38]([OH:40])=[O:39]. (5) Given the product [CH2:18]([O:25][C:26](=[O:30])[CH2:27][CH2:28][NH:29][C:2]([O:4][CH2:5][Cl:6])=[O:3])[C:19]1[CH:24]=[CH:23][CH:22]=[CH:21][CH:20]=1, predict the reactants needed to synthesize it. The reactants are: Cl[C:2]([O:4][CH2:5][Cl:6])=[O:3].S(C1C=CC(C)=CC=1)(O)(=O)=O.[CH2:18]([O:25][C:26](=[O:30])[CH2:27][CH2:28][NH2:29])[C:19]1[CH:24]=[CH:23][CH:22]=[CH:21][CH:20]=1.CCN(CC)CC. (6) The reactants are: O[N:2]1C(=O)CCC1=O.C1(N=C=NC2CCCCC2)CCCCC1.[CH3:24][C:25]1([CH3:39])[CH2:30][C:29]([CH3:32])([CH3:31])[CH2:28][C:27]([CH2:35][C:36](O)=[O:37])([CH:33]=[CH2:34])[CH2:26]1.[NH4+].[OH-]. Given the product [CH3:24][C:25]1([CH3:39])[CH2:30][C:29]([CH3:32])([CH3:31])[CH2:28][C:27]([CH2:35][C:36]([NH2:2])=[O:37])([CH:33]=[CH2:34])[CH2:26]1, predict the reactants needed to synthesize it. (7) Given the product [CH2:22]([C@H:9]([NH:8][C:55]([C@@H:54]([NH:53][C:51]([C@@H:50]([NH:49][C:47]([C:39]1[N:38]=[C:42]2[CH:43]=[CH:44][CH:45]=[CH:46][N:41]2[CH:40]=1)=[O:48])[CH3:67])=[O:52])[CH2:58][C:59]1[CH:60]=[CH:61][C:62]([O:65][CH3:66])=[CH:63][CH:64]=1)=[O:56])[CH:10]([C:11](=[O:12])[NH:13][CH2:14][C:15]1[CH:20]=[CH:19][CH:18]=[CH:17][CH:16]=1)[OH:21])[C:23]1[CH:28]=[CH:27][CH:26]=[CH:25][CH:24]=1, predict the reactants needed to synthesize it. The reactants are: FC(F)(F)C(O)=O.[NH2:8][CH:9]([CH2:22][C:23]1[CH:28]=[CH:27][CH:26]=[CH:25][CH:24]=1)[C@H:10]([OH:21])[C:11]([NH:13][CH2:14][C:15]1[CH:20]=[CH:19][CH:18]=[CH:17][CH:16]=1)=[O:12].C(N(CC)C(C)C)(C)C.[N:38]1[C:39]([C:47]([NH:49][C@@H:50]([CH3:67])[C:51]([NH:53][C@@H:54]([CH2:58][C:59]2[CH:64]=[CH:63][C:62]([O:65][CH3:66])=[CH:61][CH:60]=2)[C:55](O)=[O:56])=[O:52])=[O:48])=[CH:40][N:41]2[CH:46]=[CH:45][CH:44]=[CH:43][C:42]=12.CN(C(ON1N=NC2C=CC=NC1=2)=[N+](C)C)C.F[P-](F)(F)(F)(F)F.